Predict the reactants needed to synthesize the given product. From a dataset of Full USPTO retrosynthesis dataset with 1.9M reactions from patents (1976-2016). (1) Given the product [CH3:1][O:2][C:3]1[CH:4]=[CH:5][C:6]([C:9]2[C:18]([C:19]3[CH:24]=[CH:23][C:22]([O:25][CH3:26])=[CH:21][CH:20]=3)=[N:17][C:16]3[C:11](=[CH:12][CH:13]=[C:14]([C:27]4[NH:31][N:30]=[N:29][N:28]=4)[CH:15]=3)[N:10]=2)=[CH:7][CH:8]=1, predict the reactants needed to synthesize it. The reactants are: [CH3:1][O:2][C:3]1[CH:8]=[CH:7][C:6]([C:9]2[C:18]([C:19]3[CH:24]=[CH:23][C:22]([O:25][CH3:26])=[CH:21][CH:20]=3)=[N:17][C:16]3[C:11](=[CH:12][CH:13]=[C:14]([C:27]#[N:28])[CH:15]=3)[N:10]=2)=[CH:5][CH:4]=1.[N-:29]=[N+:30]=[N-:31].[Na+]. (2) The reactants are: [F:1][C@@H:2]1[CH2:4][C@H:3]1[C:5]([OH:7])=O.C(N1C=CN=C1)(N1C=CN=C1)=O.O[N:21]=[C:22]([NH2:33])[C:23]1[CH:28]=[CH:27][C:26]([CH3:29])=[C:25]([N+:30]([O-:32])=[O:31])[CH:24]=1. Given the product [F:1][CH:2]1[CH2:4][CH:3]1[C:5]1[O:7][N:33]=[C:22]([C:23]2[CH:28]=[CH:27][C:26]([CH3:29])=[C:25]([N+:30]([O-:32])=[O:31])[CH:24]=2)[N:21]=1, predict the reactants needed to synthesize it. (3) Given the product [N:19]1[CH:20]=[CH:21][CH:22]=[C:17]([C:16]2[N:23]=[C:11]([C:9]3[CH:8]=[CH:7][C:5]4[NH:6][C:2](=[O:1])[O:3][C:4]=4[CH:10]=3)[O:13][N:15]=2)[CH:18]=1, predict the reactants needed to synthesize it. The reactants are: [O:1]=[C:2]1[NH:6][C:5]2[CH:7]=[CH:8][C:9]([C:11]([OH:13])=O)=[CH:10][C:4]=2[O:3]1.O[N:15]=[C:16]([NH2:23])[C:17]1[CH:22]=[CH:21][CH:20]=[N:19][CH:18]=1.N. (4) Given the product [NH2:1][C:2]1[O:3][C:4]2[C:9]([CH:10]([C:14]3[CH:19]=[C:18]([O:20][CH3:21])[C:17]([O:22][CH3:23])=[C:16]([Br:24])[CH:15]=3)[C:11]=1[C:12]#[N:13])=[CH:8][CH:7]=[C:6]([NH:25][C:37](=[O:38])[CH2:36][Cl:35])[CH:5]=2, predict the reactants needed to synthesize it. The reactants are: [NH2:1][C:2]1[O:3][C:4]2[C:9]([CH:10]([C:14]3[CH:19]=[C:18]([O:20][CH3:21])[C:17]([O:22][CH3:23])=[C:16]([Br:24])[CH:15]=3)[C:11]=1[C:12]#[N:13])=[CH:8][CH:7]=[C:6]([NH2:25])[CH:5]=2.C(N(CC)C(C)C)(C)C.[Cl:35][CH2:36][C:37](Cl)=[O:38]. (5) Given the product [N:1]1[CH:2]=[CH:3][C:4]([C:7]2[C:8]([O:13][C:14]3[CH:19]=[CH:18][C:17]([NH:20][C:22]4[CH:27]=[CH:26][CH:25]=[CH:24][N:23]=4)=[CH:16][CH:15]=3)=[N:9][CH:10]=[CH:11][CH:12]=2)=[CH:5][CH:6]=1, predict the reactants needed to synthesize it. The reactants are: [N:1]1[CH:6]=[CH:5][C:4]([C:7]2[C:8]([O:13][C:14]3[CH:19]=[CH:18][C:17]([NH2:20])=[CH:16][CH:15]=3)=[N:9][CH:10]=[CH:11][CH:12]=2)=[CH:3][CH:2]=1.Cl[C:22]1[CH:27]=[CH:26][CH:25]=[CH:24][N:23]=1.C1C=CC(P(C2C(C3C(P(C4C=CC=CC=4)C4C=CC=CC=4)=CC=C4C=3C=CC=C4)=C3C(C=CC=C3)=CC=2)C2C=CC=CC=2)=CC=1.CC(C)([O-])C.[Na+]. (6) Given the product [C:20]([O:19][C:17]([N:13]1[CH2:14][CH2:15][CH2:16][C@H:12]1[CH2:11][N:6]1[C:7]2[C:3](=[C:2]([Cl:1])[CH:10]=[CH:9][CH:8]=2)[C:4]([C:24]([OH:30])=[O:29])=[CH:5]1)=[O:18])([CH3:21])([CH3:22])[CH3:23], predict the reactants needed to synthesize it. The reactants are: [Cl:1][C:2]1[CH:10]=[CH:9][CH:8]=[C:7]2[C:3]=1[C:4]([C:24](=[O:29])C(F)(F)F)=[CH:5][N:6]2[CH2:11][C@@H:12]1[CH2:16][CH2:15][CH2:14][N:13]1[C:17]([O:19][C:20]([CH3:23])([CH3:22])[CH3:21])=[O:18].[OH-:30].[Na+].